Dataset: Full USPTO retrosynthesis dataset with 1.9M reactions from patents (1976-2016). Task: Predict the reactants needed to synthesize the given product. (1) The reactants are: [Br:1][C:2]1[CH:9]=[C:8](F)[CH:7]=[CH:6][C:3]=1[C:4]#[N:5].Cl.[NH2:12][C@@H:13]([C:18]([NH2:20])=[O:19])[CH2:14][CH:15]([CH3:17])[CH3:16].CCN(C(C)C)C(C)C.CCOC(C)=O. Given the product [Br:1][C:2]1[CH:9]=[C:8]([NH:12][C@H:13]([CH2:14][CH:15]([CH3:17])[CH3:16])[C:18]([NH2:20])=[O:19])[CH:7]=[CH:6][C:3]=1[C:4]#[N:5], predict the reactants needed to synthesize it. (2) Given the product [C:63]([C:62]1[CH:61]=[CH:60][C:59]([CH:56]2[CH2:57][CH2:58][N:53]([C:8]([C:7]3[C:6]([CH2:17][CH3:18])=[CH:5][C:4]([CH:1]4[CH2:2][CH2:3]4)=[C:12]([CH:11]=3)[C:13]([O:15][CH3:16])=[O:14])=[O:10])[CH2:54][CH2:55]2)=[CH:66][CH:65]=1)#[N:64], predict the reactants needed to synthesize it. The reactants are: [CH:1]1([C:4]2[C:12]([C:13]([O:15][CH3:16])=[O:14])=[CH:11][C:7]([C:8]([OH:10])=O)=[C:6]([CH2:17][CH3:18])[CH:5]=2)[CH2:3][CH2:2]1.CN(C(ON1N=NC2C=CC=CC1=2)=[N+](C)C)C.F[P-](F)(F)(F)(F)F.CCN(C(C)C)C(C)C.Cl.[NH:53]1[CH2:58][CH2:57][CH:56]([C:59]2[CH:66]=[CH:65][C:62]([C:63]#[N:64])=[CH:61][CH:60]=2)[CH2:55][CH2:54]1. (3) Given the product [CH3:11][C:4]1[CH:3]=[C:2]([B:20]2[O:21][C:22]([CH3:24])([CH3:23])[C:18]([CH3:34])([CH3:17])[O:19]2)[CH:7]=[CH:6][C:5]=1[CH:8]([OH:10])[CH3:9], predict the reactants needed to synthesize it. The reactants are: Br[C:2]1[CH:7]=[CH:6][C:5]([CH:8]([OH:10])[CH3:9])=[C:4]([CH3:11])[CH:3]=1.C([O-])(=O)C.[K+].[CH3:17][C:18]1([CH3:34])[C:22]([CH3:24])([CH3:23])[O:21][B:20]([B:20]2[O:21][C:22]([CH3:24])([CH3:23])[C:18]([CH3:34])([CH3:17])[O:19]2)[O:19]1.ClCCl. (4) Given the product [ClH:1].[CH2:7]([C:9]1[N:14]=[C:13]([C:15]2[C:16]([C:27]3[CH:35]=[CH:34][C:33]4[C:29](=[CH:30][N:31]([CH3:36])[N:32]=4)[CH:28]=3)=[N:17][S:18][C:19]=2[NH:20][C:21]([C@@H:23]2[CH2:25][C@H:24]2[CH3:26])=[O:22])[CH:12]=[CH:11][CH:10]=1)[CH3:8], predict the reactants needed to synthesize it. The reactants are: [ClH:1].C(OCC)C.[CH2:7]([C:9]1[N:14]=[C:13]([C:15]2[C:16]([C:27]3[CH:35]=[CH:34][C:33]4[C:29](=[CH:30][N:31]([CH3:36])[N:32]=4)[CH:28]=3)=[N:17][S:18][C:19]=2[NH:20][C:21]([C@@H:23]2[CH2:25][C@H:24]2[CH3:26])=[O:22])[CH:12]=[CH:11][CH:10]=1)[CH3:8]. (5) Given the product [ClH:1].[ClH:1].[ClH:1].[C:32]([N:16]1[CH2:15][CH2:14][CH:13]([O:12][C:9]2[CH:10]=[CH:11][C:6]([N:5]([CH2:19]/[CH:20]=[CH:21]/[C:22]3[CH:23]=[C:24]([CH:28]=[CH:29][CH:30]=3)[C:25]([NH2:27])=[NH:26])[CH3:4])=[CH:7][CH:8]=2)[CH2:18][CH2:17]1)(=[NH:37])[CH3:33], predict the reactants needed to synthesize it. The reactants are: [ClH:1].Cl.Cl.[CH3:4][N:5]([CH2:19]/[CH:20]=[CH:21]/[C:22]1[CH:23]=[C:24]([CH:28]=[CH:29][CH:30]=1)[C:25]([NH2:27])=[NH:26])[C:6]1[CH:11]=[CH:10][C:9]([O:12][CH:13]2[CH2:18][CH2:17][NH:16][CH2:15][CH2:14]2)=[CH:8][CH:7]=1.Cl.[C:32](=[NH:37])(OCC)[CH3:33].C(N(CC)CC)C.Cl. (6) Given the product [CH3:3][N:4]([CH2:15][C:16]([OH:18])=[O:17])[S:5]([C:8]1[CH:9]=[CH:10][C:11]([CH3:14])=[CH:12][CH:13]=1)(=[O:6])=[O:7], predict the reactants needed to synthesize it. The reactants are: [OH-].[Li+].[CH3:3][N:4]([CH2:15][C:16]([O:18]C)=[O:17])[S:5]([C:8]1[CH:13]=[CH:12][C:11]([CH3:14])=[CH:10][CH:9]=1)(=[O:7])=[O:6]. (7) The reactants are: [CH:1]1([C@H:7]([NH:12][C:13]([C:15]2[S:16][C:17]([C:32]3[CH:37]=[CH:36][CH:35]=[CH:34][CH:33]=3)=[CH:18][C:19]=2[NH:20][C:21]([NH:23][C:24]2[C:29]([Cl:30])=[CH:28][CH:27]=[CH:26][C:25]=2[Cl:31])=[O:22])=[O:14])[C:8]([O:10]C)=[O:9])[CH2:6][CH2:5][CH2:4][CH2:3][CH2:2]1.[OH-].[Li+]. Given the product [CH:1]1([C@H:7]([NH:12][C:13]([C:15]2[S:16][C:17]([C:32]3[CH:37]=[CH:36][CH:35]=[CH:34][CH:33]=3)=[CH:18][C:19]=2[NH:20][C:21]([NH:23][C:24]2[C:25]([Cl:31])=[CH:26][CH:27]=[CH:28][C:29]=2[Cl:30])=[O:22])=[O:14])[C:8]([OH:10])=[O:9])[CH2:6][CH2:5][CH2:4][CH2:3][CH2:2]1, predict the reactants needed to synthesize it. (8) Given the product [Br:1][C:2]1[C:7]2[N:8]=[C:9]([OH:12])[N:10]=[CH:11][C:6]=2[N:5]=[CH:4][C:3]=1[C:13]([OH:15])=[O:14], predict the reactants needed to synthesize it. The reactants are: [Br:1][C:2]1[C:7]2[N:8]=[C:9]([OH:12])[N:10]=[CH:11][C:6]=2[N:5]=[CH:4][C:3]=1[C:13]([O:15]CC)=[O:14].